From a dataset of Catalyst prediction with 721,799 reactions and 888 catalyst types from USPTO. Predict which catalyst facilitates the given reaction. Reactant: [OH:1][CH:2]1[CH2:7][CH2:6][NH:5][CH2:4][CH2:3]1.C(N(CC)CC)C.[C:15]([O:19][C:20](O[C:20]([O:19][C:15]([CH3:18])([CH3:17])[CH3:16])=[O:21])=[O:21])([CH3:18])([CH3:17])[CH3:16]. Product: [C:20]([N:5]1[CH2:6][CH2:7][CH:2]([OH:1])[CH2:3][CH2:4]1)([O:19][C:15]([CH3:18])([CH3:17])[CH3:16])=[O:21]. The catalyst class is: 7.